Dataset: Forward reaction prediction with 1.9M reactions from USPTO patents (1976-2016). Task: Predict the product of the given reaction. Given the reactants [Br:1][C:2]1[CH:9]=[CH:8][C:5]([CH:6]=O)=[CH:4][CH:3]=1.Cl.[S:11]([C:15]1[CH:20]=[CH:19][C:18]([NH:21][NH2:22])=[CH:17][CH:16]=1)(=[O:14])(=[O:13])[NH2:12], predict the reaction product. The product is: [S:11]([C:15]1[CH:16]=[CH:17][C:18]([NH:21][N:22]=[CH:6][C:5]2[CH:8]=[CH:9][C:2]([Br:1])=[CH:3][CH:4]=2)=[CH:19][CH:20]=1)(=[O:14])(=[O:13])[NH2:12].